This data is from Full USPTO retrosynthesis dataset with 1.9M reactions from patents (1976-2016). The task is: Predict the reactants needed to synthesize the given product. (1) Given the product [F:44][C:23]1([F:22])[CH2:28][N:27]([C:29]2[C:34]([Cl:35])=[CH:33][C:32]([Cl:36])=[CH:31][C:30]=2[Cl:37])[S:26](=[O:39])(=[O:38])[N:25]([CH2:40][C:41]([NH:64][CH:59]2[CH:58]3[CH2:57][C:56]4([C:19]([NH2:15])=[O:68])[CH2:10][CH:8]([CH2:7][CH:60]2[CH2:61]4)[CH2:9]3)=[O:42])[CH2:24]1, predict the reactants needed to synthesize it. The reactants are: Cl.C12(N)CC3[CH2:7][CH:8]([CH2:10]C(C3)C1)[CH2:9]2.CC[N:15]([CH:19](C)C)C(C)C.[F:22][C:23]1([F:44])[CH2:28][N:27]([C:29]2[C:34]([Cl:35])=[CH:33][C:32]([Cl:36])=[CH:31][C:30]=2[Cl:37])[S:26](=[O:39])(=[O:38])[N:25]([CH2:40][C:41](O)=[O:42])[CH2:24]1.CCN=C=NCCCN(C)C.[CH:56]1[CH:57]=[CH:58][C:59]2[N:64](O)N=N[C:60]=2[CH:61]=1.CS(C)=[O:68]. (2) Given the product [CH3:2][O:3][C:4]([C:6]1([NH:11][C:23]([C:14]2[CH:15]=[CH:16][C:17]3[C:22](=[CH:21][CH:20]=[CH:19][CH:18]=3)[C:13]=2[OH:12])=[O:24])[CH2:10][CH2:9][CH2:8][CH2:7]1)=[O:5], predict the reactants needed to synthesize it. The reactants are: Cl.[CH3:2][O:3][C:4]([C:6]1([NH2:11])[CH2:10][CH2:9][CH2:8][CH2:7]1)=[O:5].[OH:12][C:13]1[C:22]2[C:17](=[CH:18][CH:19]=[CH:20][CH:21]=2)[CH:16]=[CH:15][C:14]=1[C:23](O)=[O:24].CN(C(ON1N=NC2C=CC=NC1=2)=[N+](C)C)C.F[P-](F)(F)(F)(F)F.O. (3) Given the product [CH2:3]([O:10][C:16]1[CH:17]=[C:12]([Cl:11])[N:13]=[C:14]([CH3:19])[N:15]=1)[C:4]1[CH:9]=[CH:8][CH:7]=[CH:6][CH:5]=1, predict the reactants needed to synthesize it. The reactants are: [H-].[Na+].[CH2:3]([OH:10])[C:4]1[CH:9]=[CH:8][CH:7]=[CH:6][CH:5]=1.[Cl:11][C:12]1[CH:17]=[C:16](Cl)[N:15]=[C:14]([CH3:19])[N:13]=1.[Cl-].[NH4+]. (4) Given the product [Cl:18][C:11]1[O:12][C:8]([C:5]2[CH:4]=[CH:3][C:2]([F:1])=[CH:7][CH:6]=2)=[CH:9][N:10]=1, predict the reactants needed to synthesize it. The reactants are: [F:1][C:2]1[CH:7]=[CH:6][C:5]([C:8]2[O:12][CH:11]=[N:10][CH:9]=2)=[CH:4][CH:3]=1.[Li]CCCC.[Cl:18]C(Cl)(Cl)C(Cl)(Cl)Cl. (5) Given the product [CH:16]1([C:12]2[CH2:13][CH:14]3[CH:8]([CH:7]=2)[C:9](=[O:11])[CH2:15]3)[CH2:20][CH2:19][CH2:18][CH2:17]1, predict the reactants needed to synthesize it. The reactants are: C([O-])(=O)C.[K+].O[CH:7]([CH:12]([CH:16]1[CH2:20][CH2:19][CH2:18][CH2:17]1)[CH2:13][CH:14]=[CH2:15])[CH2:8][C:9]([OH:11])=O. (6) Given the product [CH2:7]([C:11]1[N:12]([CH2:20][C:21]2[CH:30]=[CH:29][C:24]([C:25]([O:27][CH3:28])=[O:26])=[CH:23][CH:22]=2)[C:13]([CH:17]=[O:18])=[C:14]([Cl:16])[N:15]=1)[CH2:8][CH2:9][CH3:10], predict the reactants needed to synthesize it. The reactants are: C(=O)([O-])[O-].[K+].[K+].[CH2:7]([C:11]1[NH:12][C:13]([CH:17]=[O:18])=[C:14]([Cl:16])[N:15]=1)[CH2:8][CH2:9][CH3:10].Br[CH2:20][C:21]1[CH:30]=[CH:29][C:24]([C:25]([O:27][CH3:28])=[O:26])=[CH:23][CH:22]=1. (7) Given the product [C:1]([O:5][C:6]([N:8]1[CH2:12][CH2:11][CH2:10][CH:9]1[CH2:13][CH2:14][N:15]([CH2:16][C:17]1[CH:22]=[CH:21][CH:20]=[C:19]([C:23]2[CH:28]=[CH:27][N:26]=[C:25]([Cl:29])[N:24]=2)[CH:18]=1)[CH2:30][CH3:31])=[O:7])([CH3:4])([CH3:2])[CH3:3], predict the reactants needed to synthesize it. The reactants are: [C:1]([O:5][C:6]([N:8]1[CH2:12][CH2:11][CH2:10][CH:9]1[CH2:13][CH2:14][NH:15][CH2:16][C:17]1[CH:22]=[CH:21][CH:20]=[C:19]([C:23]2[CH:28]=[CH:27][N:26]=[C:25]([Cl:29])[N:24]=2)[CH:18]=1)=[O:7])([CH3:4])([CH3:3])[CH3:2].[CH:30](=O)[CH3:31]. (8) Given the product [Cl:13][C:14]1[S:15][C:16]([Cl:23])=[CH:17][C:18]=1[S:19]([NH:1][C:2]1[CH:11]=[CH:10][C:5]([C:6]([O:8][CH3:9])=[O:7])=[C:4]([OH:12])[CH:3]=1)(=[O:21])=[O:20], predict the reactants needed to synthesize it. The reactants are: [NH2:1][C:2]1[CH:3]=[C:4]([OH:12])[C:5](=[CH:10][CH:11]=1)[C:6]([O:8][CH3:9])=[O:7].[Cl:13][C:14]1[S:15][C:16]([Cl:23])=[CH:17][C:18]=1[S:19](Cl)(=[O:21])=[O:20]. (9) Given the product [C:19](=[O:20])([O:8][C:6]([CH3:9])([CH2:5][C:4]([F:11])([F:10])[F:3])[CH3:7])[O:18][C:13]1[CH:14]=[CH:15][CH:16]=[CH:17][N:12]=1, predict the reactants needed to synthesize it. The reactants are: [H-].[Na+].[F:3][C:4]([F:11])([F:10])[CH2:5][C:6]([CH3:9])([OH:8])[CH3:7].[N:12]1[CH:17]=[CH:16][CH:15]=[CH:14][C:13]=1[O:18][C:19](=O)[O:20]C1C=CC=CN=1.